From a dataset of Forward reaction prediction with 1.9M reactions from USPTO patents (1976-2016). Predict the product of the given reaction. (1) Given the reactants [CH3:1][N:2]([CH3:36])[C:3]1([C:30]2[CH:35]=[CH:34][CH:33]=[CH:32][CH:31]=2)[CH2:8][CH2:7][C:6]([CH2:10][CH2:11][CH2:12][C:13]2[C:21]3[C:16](=[CH:17][CH:18]=[C:19]([F:22])[CH:20]=3)[NH:15][C:14]=2[Si](CC)(CC)CC)([OH:9])[CH2:5][CH2:4]1.O.O.O.[F-].C([N+](CCCC)(CCCC)CCCC)CCC, predict the reaction product. The product is: [CH3:36][N:2]([CH3:1])[C:3]1([C:30]2[CH:35]=[CH:34][CH:33]=[CH:32][CH:31]=2)[CH2:8][CH2:7][C:6]([CH2:10][CH2:11][CH2:12][C:13]2[C:21]3[C:16](=[CH:17][CH:18]=[C:19]([F:22])[CH:20]=3)[NH:15][CH:14]=2)([OH:9])[CH2:5][CH2:4]1. (2) Given the reactants [CH:1]([C:3]1[CH:8]=[CH:7][CH:6]=[CH:5][C:4]=1[O-:9])=[CH2:2].[K+].[OH-].[K+].C1(C)C=CC=CC=1.Br[CH:21]([CH3:29])[C:22]([N:24]1[CH2:28][CH2:27][CH2:26][CH2:25]1)=[O:23], predict the reaction product. The product is: [N:24]1([C:22](=[O:23])[CH:21]([O:9][C:4]2[CH:5]=[CH:6][CH:7]=[CH:8][C:3]=2[CH:1]=[CH2:2])[CH3:29])[CH2:28][CH2:27][CH2:26][CH2:25]1. (3) Given the reactants [F:1][C@H:2]1[C@@H:7]([C:8]2[CH:13]=[CH:12][C:11]([OH:14])=[CH:10][CH:9]=2)[CH2:6][CH2:5][NH:4][CH2:3]1.CCN(C(C)C)C(C)C.CS(O[C@H:29]1[CH2:33][CH2:32][N:31]([CH2:34][C:35]2[CH:40]=[CH:39][C:38]([CH3:41])=[CH:37][CH:36]=2)[C:30]1=[O:42])(=O)=O, predict the reaction product. The product is: [F:1][C@H:2]1[C@@H:7]([C:8]2[CH:13]=[CH:12][C:11]([OH:14])=[CH:10][CH:9]=2)[CH2:6][CH2:5][N:4]([C@@H:29]2[CH2:33][CH2:32][N:31]([CH2:34][C:35]3[CH:40]=[CH:39][C:38]([CH3:41])=[CH:37][CH:36]=3)[C:30]2=[O:42])[CH2:3]1. (4) Given the reactants [CH2:1]([N:8]1[CH2:12][CH2:11][C:10]([OH:16])([C:13]([OH:15])=O)[CH2:9]1)[C:2]1[CH:7]=[CH:6][CH:5]=[CH:4][CH:3]=1.[Cl:17][C:18]1[CH:19]=[C:20]([CH:23]=[C:24]([F:26])[CH:25]=1)[CH2:21][NH2:22].CN1CCOCC1, predict the reaction product. The product is: [Cl:17][C:18]1[CH:19]=[C:20]([CH:23]=[C:24]([F:26])[CH:25]=1)[CH2:21][NH:22][C:13]([C:10]1([OH:16])[CH2:11][CH2:12][N:8]([CH2:1][C:2]2[CH:3]=[CH:4][CH:5]=[CH:6][CH:7]=2)[CH2:9]1)=[O:15]. (5) The product is: [F:1][C:2]1[CH:8]=[CH:7][C:5]([N:6]=[C:12]=[O:14])=[CH:4][C:3]=1[O:9][CH3:10]. Given the reactants [F:1][C:2]1[CH:8]=[CH:7][C:5]([NH2:6])=[CH:4][C:3]=1[O:9][CH3:10].Cl[C:12](Cl)([O:14]C(=O)OC(Cl)(Cl)Cl)Cl, predict the reaction product.